Dataset: Forward reaction prediction with 1.9M reactions from USPTO patents (1976-2016). Task: Predict the product of the given reaction. (1) Given the reactants O=P12OP3(OP(OP(O3)(O1)=O)(=O)O2)=O.OS(O)(=O)=O.[Cl:20][C:21]1[CH:26]=[CH:25][C:24]([C:27]([CH3:42])([CH3:41])[C:28]([CH:30]([C:36]([O:38][CH2:39][CH3:40])=[O:37])[C:31](OCC)=[O:32])=[O:29])=[CH:23][C:22]=1[F:43], predict the reaction product. The product is: [Cl:20][C:21]1[CH:26]=[C:25]2[C:24](=[CH:23][C:22]=1[F:43])[C:27]([CH3:41])([CH3:42])[C:28](=[O:29])[C:30]([C:36]([O:38][CH2:39][CH3:40])=[O:37])=[C:31]2[OH:32]. (2) Given the reactants Cl[C:2]1[CH:19]=[C:6]2[C:7]3[C:12]([CH2:13][CH2:14][N:5]2[C:4](=[O:20])[N:3]=1)=[CH:11][C:10]([O:15][CH3:16])=[C:9]([O:17][CH3:18])[CH:8]=3.[CH3:21][C:22]1[CH:27]=[CH:26][CH:25]=[C:24]([CH3:28])[C:23]=1[OH:29].C(=O)([O-])[O-].[K+].[K+].O, predict the reaction product. The product is: [CH3:21][C:22]1[CH:27]=[CH:26][CH:25]=[C:24]([CH3:28])[C:23]=1[O:29][C:2]1[CH:19]=[C:6]2[C:7]3[C:12]([CH2:13][CH2:14][N:5]2[C:4](=[O:20])[N:3]=1)=[CH:11][C:10]([O:15][CH3:16])=[C:9]([O:17][CH3:18])[CH:8]=3.